Dataset: Forward reaction prediction with 1.9M reactions from USPTO patents (1976-2016). Task: Predict the product of the given reaction. (1) Given the reactants [CH2:1]([O:8][CH2:9][N:10]1[C:18]2[C:17]([NH2:19])=[N:16][C:15]([CH2:20][CH2:21]CC)=[N:14][C:13]=2[C:12]([C:24]#[C:25][CH2:26][CH2:27][CH2:28][N:29]2[CH2:34][CH2:33][CH:32](F)C[CH2:30]2)=[C:11]1C)[C:2]1[CH:7]=[CH:6][CH:5]=[CH:4][CH:3]=1.[CH2:37]([O:44]CN1C2C(N)=NC(CCOC)=NC=2C(C#CCCCCl)=C1)C1C=CC=CC=1.N1CCCC1, predict the reaction product. The product is: [CH2:1]([O:8][CH2:9][N:10]1[C:18]2[C:17]([NH2:19])=[N:16][C:15]([CH2:20][CH2:21][O:44][CH3:37])=[N:14][C:13]=2[C:12]([CH2:24][CH2:25][CH2:26][CH2:27][CH2:28][N:29]2[CH2:30][CH2:32][CH2:33][CH2:34]2)=[CH:11]1)[C:2]1[CH:3]=[CH:4][CH:5]=[CH:6][CH:7]=1. (2) Given the reactants [N:1]1[CH:6]=[CH:5][CH:4]=[C:3]([OH:7])[CH:2]=1.C([O-])([O-])=O.[Cs+].[Cs+].Br[CH2:15][CH2:16][CH2:17][CH2:18][CH2:19][S:20][C:21]1[C:30]2[C:25](=[CH:26][C:27]([C:31]([F:34])([F:33])[F:32])=[CH:28][CH:29]=2)[N:24]=[CH:23][CH:22]=1.Cl, predict the reaction product. The product is: [N:1]1[CH:6]=[CH:5][CH:4]=[C:3]([O:7][CH2:15][CH2:16][CH2:17][CH2:18][CH2:19][S:20][C:21]2[C:30]3[C:25](=[CH:26][C:27]([C:31]([F:34])([F:32])[F:33])=[CH:28][CH:29]=3)[N:24]=[CH:23][CH:22]=2)[CH:2]=1. (3) Given the reactants [Cl:1][C:2]1[CH:7]=[CH:6][C:5]([OH:8])=[CH:4][N:3]=1.[C:9]([N:16]1[CH2:21][CH2:20][CH:19]([CH2:22]O)[CH2:18][CH2:17]1)([O:11][C:12]([CH3:15])([CH3:14])[CH3:13])=[O:10].C1C=CC(P(C2C=CC=CC=2)C2C=CC=CC=2)=CC=1.N(C(OC(C)C)=O)=NC(OC(C)C)=O, predict the reaction product. The product is: [Cl:1][C:2]1[N:3]=[CH:4][C:5]([O:8][CH2:22][CH:19]2[CH2:20][CH2:21][N:16]([C:9]([O:11][C:12]([CH3:13])([CH3:15])[CH3:14])=[O:10])[CH2:17][CH2:18]2)=[CH:6][CH:7]=1.